From a dataset of Full USPTO retrosynthesis dataset with 1.9M reactions from patents (1976-2016). Predict the reactants needed to synthesize the given product. (1) The reactants are: [C:1]([Si:5]([C:27]1[CH:32]=[CH:31][CH:30]=[CH:29][CH:28]=1)([C:21]1[CH:26]=[CH:25][CH:24]=[CH:23][CH:22]=1)[O:6][CH2:7][CH2:8][CH2:9][CH2:10][C:11]#[C:12][CH2:13][O:14]C1CCCCO1)([CH3:4])([CH3:3])[CH3:2]. Given the product [Si:5]([O:6][CH2:7][CH2:8][CH2:9][CH2:10][C:11]#[C:12][CH2:13][OH:14])([C:1]([CH3:3])([CH3:4])[CH3:2])([C:27]1[CH:28]=[CH:29][CH:30]=[CH:31][CH:32]=1)[C:21]1[CH:22]=[CH:23][CH:24]=[CH:25][CH:26]=1, predict the reactants needed to synthesize it. (2) Given the product [O:1]1[CH2:6][CH2:5][N:4]([CH2:7][C:8]([NH:10][C@@H:11]([CH3:16])[C:12]([O-:14])=[O:13])=[O:9])[CH2:3][CH2:2]1.[K+:18], predict the reactants needed to synthesize it. The reactants are: [O:1]1[CH2:6][CH2:5][N:4]([CH2:7][C:8]([NH:10][C@@H:11]([CH3:16])[C:12]([O:14]C)=[O:13])=[O:9])[CH2:3][CH2:2]1.[OH-].[K+:18]. (3) Given the product [NH2:31][C:27]1([C:24]2[CH:23]=[CH:22][C:21]([C:13]3[O:12][C:5]4[C:6]([C:8]([NH:9][CH3:10])=[O:11])=[CH:7][N:2]([CH3:1])[C:3](=[O:39])[C:4]=4[C:14]=3[C:15]3[CH:16]=[CH:17][CH:18]=[CH:19][CH:20]=3)=[CH:26][CH:25]=2)[CH2:28][CH2:29][CH2:30]1, predict the reactants needed to synthesize it. The reactants are: [CH3:1][N:2]1[CH:7]=[C:6]([C:8](=[O:11])[NH:9][CH3:10])[C:5]2[O:12][C:13]([C:21]3[CH:26]=[CH:25][C:24]([C:27]4([NH:31]C(=O)OC(C)(C)C)[CH2:30][CH2:29][CH2:28]4)=[CH:23][CH:22]=3)=[C:14]([C:15]3[CH:20]=[CH:19][CH:18]=[CH:17][CH:16]=3)[C:4]=2[C:3]1=[O:39]. (4) Given the product [NH:22]1[C:23]2[C:19](=[C:18]([NH:17][C:16]3[C:15]([C:27]#[N:28])=[CH:14][N:13]=[C:12]4[S:29][C:9]([C:5]5[CH:6]=[CH:7][CH:8]=[C:3]([CH2:1][N:48]6[CH2:49][CH2:50][N:45]([CH3:44])[CH2:46][CH2:47]6)[CH:4]=5)=[CH:10][C:11]=34)[CH:26]=[CH:25][CH:24]=2)[CH:20]=[CH:21]1, predict the reactants needed to synthesize it. The reactants are: [CH:1]([C:3]1[CH:4]=[C:5]([C:9]2[S:29][C:12]3=[N:13][CH:14]=[C:15]([C:27]#[N:28])[C:16]([NH:17][C:18]4[CH:26]=[CH:25][CH:24]=[C:23]5[C:19]=4[CH:20]=[CH:21][NH:22]5)=[C:11]3[CH:10]=2)[CH:6]=[CH:7][CH:8]=1)=O.C(O[BH-](OC(=O)C)OC(=O)C)(=O)C.[Na+].[CH3:44][N:45]1[CH2:50][CH2:49][NH:48][CH2:47][CH2:46]1.